Dataset: Full USPTO retrosynthesis dataset with 1.9M reactions from patents (1976-2016). Task: Predict the reactants needed to synthesize the given product. (1) Given the product [CH:12]([C:13]1([CH2:26][CH2:27][O:28][Si:29]([C:32]([CH3:35])([CH3:34])[CH3:33])([CH3:30])[CH3:31])[CH2:14][CH2:15][N:16]([C:19]([O:21][C:22]([CH3:24])([CH3:25])[CH3:23])=[O:20])[CH2:17][CH2:18]1)=[O:11], predict the reactants needed to synthesize it. The reactants are: C(Cl)(=O)C(Cl)=O.CS(C)=O.[OH:11][CH2:12][C:13]1([CH2:26][CH2:27][O:28][Si:29]([C:32]([CH3:35])([CH3:34])[CH3:33])([CH3:31])[CH3:30])[CH2:18][CH2:17][N:16]([C:19]([O:21][C:22]([CH3:25])([CH3:24])[CH3:23])=[O:20])[CH2:15][CH2:14]1.C(N(CC)CC)C. (2) Given the product [Br:1][C:2]1[C:11]([O:12][CH2:13][CH3:14])=[N:10][C:9]([F:25])=[C:8]2[C:3]=1[CH:4]=[CH:5][CH:6]=[N:7]2, predict the reactants needed to synthesize it. The reactants are: [Br:1][C:2]1[C:11]([O:12][CH2:13][CH3:14])=[N:10][C:9](N)=[C:8]2[C:3]=1[CH:4]=[CH:5][CH:6]=[N:7]2.N([O-])=O.[Na+].C([O-])(O)=O.[Na+].[FH:25].N1C=CC=CC=1. (3) Given the product [N:10]1([C:19]2[CH:20]=[CH:21][C:22]([C:23]3[CH:28]=[CH:27][C:26]([CH2:29][S:30]([CH2:31][C@H:32]([NH:36][C:37](=[O:48])[CH2:38][C:39]4[CH:44]=[CH:43][CH:42]=[C:41]([N+:45]([O-:47])=[O:46])[CH:40]=4)[C:33]([OH:35])=[O:34])=[O:5])=[CH:25][CH:24]=3)=[CH:49][CH:50]=2)[C:18]2[C:13](=[CH:14][CH:15]=[CH:16][CH:17]=2)[CH:12]=[CH:11]1, predict the reactants needed to synthesize it. The reactants are: B1([O-])OO1.[OH2:5].O.O.O.[Na+].[N:10]1([C:19]2[CH:50]=[CH:49][C:22]([C:23]3[CH:28]=[CH:27][C:26]([CH2:29][S:30][CH2:31][C@H:32]([NH:36][C:37](=[O:48])[CH2:38][C:39]4[CH:44]=[CH:43][CH:42]=[C:41]([N+:45]([O-:47])=[O:46])[CH:40]=4)[C:33]([OH:35])=[O:34])=[CH:25][CH:24]=3)=[CH:21][CH:20]=2)[C:18]2[C:13](=[CH:14][CH:15]=[CH:16][CH:17]=2)[CH:12]=[CH:11]1. (4) The reactants are: [CH3:1][O:2][C:3](=[O:12])[C:4]1[CH:9]=[CH:8][C:7](Br)=[CH:6][C:5]=1[CH3:11].[CH3:13][C:14]1([CH3:30])[C:18]([CH3:20])([CH3:19])[O:17][B:16]([B:16]2[O:17][C:18]([CH3:20])([CH3:19])[C:14]([CH3:30])([CH3:13])[O:15]2)[O:15]1.C([O-])(=O)C.[K+]. Given the product [CH3:1][O:2][C:3](=[O:12])[C:4]1[CH:9]=[CH:8][C:7]([B:16]2[O:17][C:18]([CH3:20])([CH3:19])[C:14]([CH3:30])([CH3:13])[O:15]2)=[CH:6][C:5]=1[CH3:11], predict the reactants needed to synthesize it. (5) Given the product [F:17][C:2]([F:1])([F:18])[C:3]1[CH:8]=[CH:7][N:6]=[C:5]([N:9]2[CH:13]=[C:12]([C:14]([N:19]3[CH2:23][CH2:22][C@H:21]([NH:24][C:25](=[O:31])[O:26][C:27]([CH3:29])([CH3:28])[CH3:30])[CH2:20]3)=[O:16])[N:11]=[CH:10]2)[CH:4]=1, predict the reactants needed to synthesize it. The reactants are: [F:1][C:2]([F:18])([F:17])[C:3]1[CH:8]=[CH:7][N:6]=[C:5]([N:9]2[CH:13]=[C:12]([C:14]([OH:16])=O)[N:11]=[CH:10]2)[CH:4]=1.[NH:19]1[CH2:23][CH2:22][C@H:21]([NH:24][C:25](=[O:31])[O:26][C:27]([CH3:30])([CH3:29])[CH3:28])[CH2:20]1.F[P-](F)(F)(F)(F)F.N1(O[P+](N(C)C)(N(C)C)N(C)C)C2C=CC=CC=2N=N1.C(N(CC)CC)C. (6) Given the product [NH4+:1].[OH-:10].[O:10]1[CH2:11][CH2:12][CH2:13][CH2:14][CH:9]1[CH2:8][N:6]1[CH:5]=[CH:4][S:3][C:2]1=[NH:1], predict the reactants needed to synthesize it. The reactants are: [NH2:1][C:2]1[S:3][CH:4]=[CH:5][N:6]=1.Br[CH2:8][CH:9]1[CH2:14][CH2:13][CH2:12][CH2:11][O:10]1.